This data is from Full USPTO retrosynthesis dataset with 1.9M reactions from patents (1976-2016). The task is: Predict the reactants needed to synthesize the given product. Given the product [CH:2]([C:5]1[CH:10]=[CH:9][C:8]([CH:11]2[C:15]3([CH2:16][CH2:17][N:18]([CH3:30])[CH2:19][CH2:20]3)[O:14][C:13]3[C:21]([CH3:27])=[C:22]([CH3:26])[CH:23]=[C:24]([CH3:25])[C:12]2=3)=[CH:7][CH:6]=1)([CH3:4])[CH3:3], predict the reactants needed to synthesize it. The reactants are: Cl.[CH:2]([C:5]1[CH:10]=[CH:9][C:8]([CH:11]2[C:15]3([CH2:20][CH2:19][NH:18][CH2:17][CH2:16]3)[O:14][C:13]3[C:21]([CH3:27])=[C:22]([CH3:26])[CH:23]=[C:24]([CH3:25])[C:12]2=3)=[CH:7][CH:6]=1)([CH3:4])[CH3:3].C=O.[C:30]([BH3-])#N.[Na+].